This data is from NCI-60 drug combinations with 297,098 pairs across 59 cell lines. The task is: Regression. Given two drug SMILES strings and cell line genomic features, predict the synergy score measuring deviation from expected non-interaction effect. (1) Drug 1: CC(C1=C(C=CC(=C1Cl)F)Cl)OC2=C(N=CC(=C2)C3=CN(N=C3)C4CCNCC4)N. Drug 2: CC1=C(C=C(C=C1)NC2=NC=CC(=N2)N(C)C3=CC4=NN(C(=C4C=C3)C)C)S(=O)(=O)N.Cl. Cell line: SK-MEL-2. Synergy scores: CSS=5.61, Synergy_ZIP=7.55, Synergy_Bliss=11.4, Synergy_Loewe=6.33, Synergy_HSA=6.94. (2) Drug 1: C1=CC(=C2C(=C1NCCNCCO)C(=O)C3=C(C=CC(=C3C2=O)O)O)NCCNCCO. Drug 2: CN1C2=C(C=C(C=C2)N(CCCl)CCCl)N=C1CCCC(=O)O.Cl. Cell line: UACC-257. Synergy scores: CSS=2.69, Synergy_ZIP=-0.145, Synergy_Bliss=0.862, Synergy_Loewe=-11.0, Synergy_HSA=-2.49. (3) Drug 1: C1=CN(C(=O)N=C1N)C2C(C(C(O2)CO)O)O.Cl. Drug 2: CC12CCC3C(C1CCC2OP(=O)(O)O)CCC4=C3C=CC(=C4)OC(=O)N(CCCl)CCCl.[Na+]. Cell line: HCC-2998. Synergy scores: CSS=32.7, Synergy_ZIP=8.00, Synergy_Bliss=8.36, Synergy_Loewe=-12.8, Synergy_HSA=5.54. (4) Drug 1: CC(CN1CC(=O)NC(=O)C1)N2CC(=O)NC(=O)C2. Drug 2: C1=C(C(=O)NC(=O)N1)F. Cell line: HL-60(TB). Synergy scores: CSS=93.3, Synergy_ZIP=11.3, Synergy_Bliss=10.7, Synergy_Loewe=14.0, Synergy_HSA=16.0.